From a dataset of Forward reaction prediction with 1.9M reactions from USPTO patents (1976-2016). Predict the product of the given reaction. Given the reactants C1C2C(COC(=O)[NH:17][C:18]3[CH:23]=[CH:22][C:21]([S:24][C:25]4[CH:30]=[CH:29][C:28]([C:31](=[O:41])[NH:32][C:33]5[CH:34]=[N:35][C:36]([O:39][CH3:40])=[CH:37][CH:38]=5)=[CH:27][C:26]=4[NH:42][C:43]4[C:44]5[CH:52]=[CH:51][C:50]([CH:53]([CH3:55])[CH3:54])=[N:49][C:45]=5[N:46]=[CH:47][N:48]=4)=[CH:20][CH:19]=3)C3C(=CC=CC=3)C=2C=CC=1.O.[OH-].[Li+].Cl, predict the reaction product. The product is: [NH2:17][C:18]1[CH:23]=[CH:22][C:21]([S:24][C:25]2[CH:30]=[CH:29][C:28]([C:31]([NH:32][C:33]3[CH:34]=[N:35][C:36]([O:39][CH3:40])=[CH:37][CH:38]=3)=[O:41])=[CH:27][C:26]=2[NH:42][C:43]2[C:44]3[CH:52]=[CH:51][C:50]([CH:53]([CH3:55])[CH3:54])=[N:49][C:45]=3[N:46]=[CH:47][N:48]=2)=[CH:20][CH:19]=1.